Dataset: NCI-60 drug combinations with 297,098 pairs across 59 cell lines. Task: Regression. Given two drug SMILES strings and cell line genomic features, predict the synergy score measuring deviation from expected non-interaction effect. (1) Drug 1: COC1=NC(=NC2=C1N=CN2C3C(C(C(O3)CO)O)O)N. Drug 2: CNC(=O)C1=NC=CC(=C1)OC2=CC=C(C=C2)NC(=O)NC3=CC(=C(C=C3)Cl)C(F)(F)F. Cell line: OVCAR3. Synergy scores: CSS=-4.78, Synergy_ZIP=5.40, Synergy_Bliss=6.09, Synergy_Loewe=0.988, Synergy_HSA=-1.44. (2) Drug 1: CN(C)C1=NC(=NC(=N1)N(C)C)N(C)C. Drug 2: CC12CCC3C(C1CCC2OP(=O)(O)O)CCC4=C3C=CC(=C4)OC(=O)N(CCCl)CCCl.[Na+]. Cell line: RXF 393. Synergy scores: CSS=-3.06, Synergy_ZIP=-0.578, Synergy_Bliss=-4.68, Synergy_Loewe=-10.4, Synergy_HSA=-7.80. (3) Drug 1: C1C(C(OC1N2C=C(C(=O)NC2=O)F)CO)O. Drug 2: CN1C2=C(C=C(C=C2)N(CCCl)CCCl)N=C1CCCC(=O)O.Cl. Cell line: SN12C. Synergy scores: CSS=18.9, Synergy_ZIP=-5.17, Synergy_Bliss=-1.22, Synergy_Loewe=-28.7, Synergy_HSA=-1.99. (4) Drug 1: CCCCCOC(=O)NC1=NC(=O)N(C=C1F)C2C(C(C(O2)C)O)O. Drug 2: CC(C)(C#N)C1=CC(=CC(=C1)CN2C=NC=N2)C(C)(C)C#N. Cell line: RPMI-8226. Synergy scores: CSS=-0.564, Synergy_ZIP=4.43, Synergy_Bliss=2.76, Synergy_Loewe=0.466, Synergy_HSA=-2.64. (5) Drug 1: CCC1(CC2CC(C3=C(CCN(C2)C1)C4=CC=CC=C4N3)(C5=C(C=C6C(=C5)C78CCN9C7C(C=CC9)(C(C(C8N6C=O)(C(=O)OC)O)OC(=O)C)CC)OC)C(=O)OC)O.OS(=O)(=O)O. Drug 2: CS(=O)(=O)CCNCC1=CC=C(O1)C2=CC3=C(C=C2)N=CN=C3NC4=CC(=C(C=C4)OCC5=CC(=CC=C5)F)Cl. Cell line: RPMI-8226. Synergy scores: CSS=56.5, Synergy_ZIP=9.32, Synergy_Bliss=8.46, Synergy_Loewe=-28.0, Synergy_HSA=7.93.